Dataset: Forward reaction prediction with 1.9M reactions from USPTO patents (1976-2016). Task: Predict the product of the given reaction. Given the reactants [C:1]([C:4]1[CH:5]=[C:6]2[C:11](=[CH:12][CH:13]=1)[O:10][CH2:9][CH2:8][CH2:7]2)(=[O:3])[CH3:2].[I:14]I, predict the reaction product. The product is: [C:1]([C:4]1[CH:5]=[C:6]2[C:11](=[C:12]([I:14])[CH:13]=1)[O:10][CH2:9][CH2:8][CH2:7]2)(=[O:3])[CH3:2].